From a dataset of Full USPTO retrosynthesis dataset with 1.9M reactions from patents (1976-2016). Predict the reactants needed to synthesize the given product. (1) Given the product [CH2:14]([O:21][C:22]([N:24]1[CH2:29][CH2:28][N:27]([CH:10]2[CH2:11][CH2:12][NH:8][CH2:9]2)[CH2:26][CH2:25]1)=[O:23])[C:15]1[CH:20]=[CH:19][CH:18]=[CH:17][CH:16]=1, predict the reactants needed to synthesize it. The reactants are: C([N:8]1[CH2:12][CH2:11][C:10](=O)[CH2:9]1)(OC(C)(C)C)=O.[CH2:14]([O:21][C:22]([N:24]1[CH2:29][CH2:28][NH:27][CH2:26][CH2:25]1)=[O:23])[C:15]1[CH:20]=[CH:19][CH:18]=[CH:17][CH:16]=1.C([BH3-])#N.[Na+]. (2) Given the product [CH2:1]([O:3][C:4]([C:6]1([NH:15][C:43](=[O:44])[C:42]2[CH:46]=[CH:47][CH:48]=[C:49]([O:50][CH3:51])[C:41]=2[CH3:40])[CH2:14][C:13]2[C:8](=[CH:9][CH:10]=[CH:11][CH:12]=2)[CH2:7]1)=[O:5])[CH3:2], predict the reactants needed to synthesize it. The reactants are: [CH2:1]([O:3][C:4]([C:6]1([NH2:15])[CH2:14][C:13]2[C:8](=[CH:9][CH:10]=[CH:11][CH:12]=2)[CH2:7]1)=[O:5])[CH3:2].CN(C(ON1N=NC2C=CC=CC1=2)=[N+](C)C)C.F[P-](F)(F)(F)(F)F.[CH3:40][C:41]1[C:49]([O:50][CH3:51])=[CH:48][CH:47]=[CH:46][C:42]=1[C:43](O)=[O:44].CCN(C(C)C)C(C)C. (3) Given the product [Cl:1][C:2]1[CH:3]=[N:4][N:5]([CH3:10])[C:6]=1[C:7]([NH:37][C:30]1[CH:29]=[C:28]([C:23]2[CH:24]=[CH:25][CH:26]=[C:27]3[C:22]=2[CH:21]=[CH:20][NH:19]3)[CH:36]=[C:35]2[C:31]=1[CH:32]=[N:33][NH:34]2)=[O:8], predict the reactants needed to synthesize it. The reactants are: [Cl:1][C:2]1[CH:3]=[N:4][N:5]([CH3:10])[C:6]=1[C:7](O)=[O:8].ClC(N(C)C)=C(C)C.[NH:19]1[C:27]2[C:22](=[C:23]([C:28]3[CH:29]=[C:30]([NH2:37])[C:31]4[CH:32]=[N:33][NH:34][C:35]=4[CH:36]=3)[CH:24]=[CH:25][CH:26]=2)[CH:21]=[CH:20]1.C(N(CC)CC)C. (4) Given the product [BrH:12].[NH2:1][CH:2]([C:7]1[O:8][CH:9]=[CH:10][CH:11]=1)[C:3]([O:5][CH3:6])=[O:4], predict the reactants needed to synthesize it. The reactants are: [NH2:1][CH:2]([C:7]1[O:8][CH:9]=[CH:10][CH:11]=1)[C:3]([O:5][CH3:6])=[O:4].[BrH:12]. (5) Given the product [CH2:13]([O:20][C:21]([C:23]1([CH:31]([OH:33])[CH3:32])[CH2:28][O:27][C:26]([CH3:30])([CH3:29])[CH2:25][O:24]1)=[O:22])[C:14]1[CH:15]=[CH:16][CH:17]=[CH:18][CH:19]=1, predict the reactants needed to synthesize it. The reactants are: C(NC(C)C)(C)C.C([Li])CCC.[CH2:13]([O:20][C:21]([CH:23]1[CH2:28][O:27][C:26]([CH3:30])([CH3:29])[CH2:25][O:24]1)=[O:22])[C:14]1[CH:19]=[CH:18][CH:17]=[CH:16][CH:15]=1.[CH:31](=[O:33])[CH3:32]. (6) Given the product [ClH:18].[ClH:1].[ClH:18].[N:22]1[CH:23]=[CH:24][CH:25]=[C:20]([CH2:19][N:15]2[CH2:16][CH2:17][N:12]([CH2:3][C:4]([C:6]3[CH:7]=[CH:8][CH:9]=[CH:10][CH:11]=3)=[O:5])[CH2:13][CH2:14]2)[CH:21]=1, predict the reactants needed to synthesize it. The reactants are: [ClH:1].Cl.[CH2:3]([N:12]1[CH2:17][CH2:16][NH:15][CH2:14][CH2:13]1)[C:4]([C:6]1[CH:11]=[CH:10][CH:9]=[CH:8][CH:7]=1)=[O:5].[Cl:18][CH2:19][C:20]1[CH:21]=[N:22][CH:23]=[CH:24][CH:25]=1.C([O-])([O-])=O.[K+].[K+]. (7) Given the product [CH:1]1([S:4]([C:7]2[CH:8]=[CH:9][C:10]([CH:13]([C:21]3[NH:25][C:24]([C:26]4[N:31]=[CH:30][C:29]([CH2:32][C:33]([NH2:38])=[O:34])=[CH:28][CH:27]=4)=[CH:23][CH:22]=3)[CH2:14][CH:15]3[CH2:16][CH2:17][O:18][CH2:19][CH2:20]3)=[CH:11][CH:12]=2)(=[O:5])=[O:6])[CH2:2][CH2:3]1, predict the reactants needed to synthesize it. The reactants are: [CH:1]1([S:4]([C:7]2[CH:12]=[CH:11][C:10]([CH:13]([C:21]3[NH:25][C:24]([C:26]4[N:31]=[CH:30][C:29]([CH2:32][C:33](O)=[O:34])=[CH:28][CH:27]=4)=[CH:23][CH:22]=3)[CH2:14][CH:15]3[CH2:20][CH2:19][O:18][CH2:17][CH2:16]3)=[CH:9][CH:8]=2)(=[O:6])=[O:5])[CH2:3][CH2:2]1.C([N:38](CC)CC)C.Cl.CN(C)CCCN=C=NCC.O.